The task is: Predict the reactants needed to synthesize the given product.. This data is from Full USPTO retrosynthesis dataset with 1.9M reactions from patents (1976-2016). (1) Given the product [O:1]=[C:2]1[NH:6][C:5](=[O:7])[CH:4]([CH2:8][C:9]2[CH:10]=[CH:11][C:12]([C:15]3[CH:20]=[CH:19][CH:18]=[C:17]([NH:21][C:22](=[O:28])[O:23][C:24]([CH3:26])([CH3:25])[CH3:27])[CH:16]=3)=[CH:13][CH:14]=2)[S:3]1, predict the reactants needed to synthesize it. The reactants are: [O:1]=[C:2]1[NH:6][C:5](=[O:7])[C:4](=[CH:8][C:9]2[CH:14]=[CH:13][C:12]([C:15]3[CH:20]=[CH:19][CH:18]=[C:17]([NH:21][C:22](=[O:28])[O:23][C:24]([CH3:27])([CH3:26])[CH3:25])[CH:16]=3)=[CH:11][CH:10]=2)[S:3]1. (2) Given the product [C:1]([O:9][C:10]1[CH:11]=[C:12]([CH:13]=[CH:14][C:15]=1[F:16])[CH2:17][Br:18])(=[O:8])[C:2]1[CH:7]=[CH:6][CH:5]=[CH:4][CH:3]=1, predict the reactants needed to synthesize it. The reactants are: [C:1]([O:9][C:10]1[CH:11]=[C:12]([CH3:17])[CH:13]=[CH:14][C:15]=1[F:16])(=[O:8])[C:2]1[CH:7]=[CH:6][CH:5]=[CH:4][CH:3]=1.[Br:18]N1C(=O)CCC1=O. (3) Given the product [Cl:16][CH:17]([Cl:36])[C:18]([NH:20][C@H:21]([CH2:34][F:35])[C@@H:22]([C:23]1[CH:24]=[CH:25][C:26]([C:2]2[S:6][C:5]([CH2:7][NH:8][C:9](=[O:15])[O:10][C:11]([CH3:14])([CH3:13])[CH3:12])=[N:4][N:3]=2)=[CH:27][CH:28]=1)[OH:33])=[O:19], predict the reactants needed to synthesize it. The reactants are: Br[C:2]1[S:6][C:5]([CH2:7][NH:8][C:9](=[O:15])[O:10][C:11]([CH3:14])([CH3:13])[CH3:12])=[N:4][N:3]=1.[Cl:16][CH:17]([Cl:36])[C:18]([NH:20][C@H:21]([CH2:34][F:35])[C@H:22]([OH:33])[C:23]1[CH:28]=[CH:27][C:26]([Sn](C)(C)C)=[CH:25][CH:24]=1)=[O:19].[F-].[Cs+]. (4) The reactants are: [CH2:1]([C:9]1[CH:14]=[CH:13][CH:12]=[CH:11][CH:10]=1)[CH2:2][CH2:3][CH2:4][CH2:5][CH2:6][C:7]#[CH:8].Br[C:16]1[CH:25]=[CH:24][C:19]([C:20]([O:22][CH3:23])=[O:21])=[CH:18][CH:17]=1.C(N(CC)CC)C. Given the product [C:9]1([CH2:1][CH2:2][CH2:3][CH2:4][CH2:5][CH2:6][C:7]#[C:8][C:16]2[CH:25]=[CH:24][C:19]([C:20]([O:22][CH3:23])=[O:21])=[CH:18][CH:17]=2)[CH:10]=[CH:11][CH:12]=[CH:13][CH:14]=1, predict the reactants needed to synthesize it.